This data is from Catalyst prediction with 721,799 reactions and 888 catalyst types from USPTO. The task is: Predict which catalyst facilitates the given reaction. (1) Reactant: CS(O[CH:6]([C:8]1[N:20]=[C:19]2[N:10]([C:11]([NH:23][CH2:24][C:25]3[CH:30]=[CH:29][C:28]([O:31][CH3:32])=[CH:27][C:26]=3[O:33][CH3:34])=[N:12][C:13]3[C:14]([O:21][CH3:22])=[CH:15][CH:16]=[CH:17][C:18]=32)[N:9]=1)[CH3:7])(=O)=O.[Cl-:35].[Li+]. Product: [Cl:35][CH:6]([C:8]1[N:20]=[C:19]2[N:10]([C:11]([NH:23][CH2:24][C:25]3[CH:30]=[CH:29][C:28]([O:31][CH3:32])=[CH:27][C:26]=3[O:33][CH3:34])=[N:12][C:13]3[C:14]([O:21][CH3:22])=[CH:15][CH:16]=[CH:17][C:18]=32)[N:9]=1)[CH3:7]. The catalyst class is: 21. (2) Reactant: [Li+].[CH3:2]C([N-]C(C)C)C.[C:9]1([C:19]2[CH:24]=[CH:23][CH:22]=[CH:21][CH:20]=2)[CH:14]=[CH:13][C:12]([CH2:15][C:16]([OH:18])=[O:17])=[CH:11][CH:10]=1.CI. Product: [C:9]1([C:19]2[CH:20]=[CH:21][CH:22]=[CH:23][CH:24]=2)[CH:10]=[CH:11][C:12]([CH:15]([CH3:2])[C:16]([OH:18])=[O:17])=[CH:13][CH:14]=1. The catalyst class is: 1. (3) Reactant: [CH:1]([C:3]1[CH:7]=[CH:6][O:5][C:4]=1[C:8]([N:10]1[C@@H:22]([C:23]([NH:25][CH3:26])=[O:24])[CH2:21][C:20]2[C:19]3[C:14](=[CH:15][CH:16]=[CH:17][CH:18]=3)[NH:13][C:12]=2[CH2:11]1)=[O:9])=O.[N:27]1[S:28][N:29]=[C:30]2[CH:35]=[C:34]([NH2:36])[CH:33]=[CH:32][C:31]=12.[SiH](CC)(CC)CC. Product: [N:27]1[S:28][N:29]=[C:30]2[CH:35]=[C:34]([NH:36][CH2:1][C:3]3[CH:7]=[CH:6][O:5][C:4]=3[C:8]([N:10]3[C@@H:22]([C:23]([NH:25][CH3:26])=[O:24])[CH2:21][C:20]4[C:19]5[C:14](=[CH:15][CH:16]=[CH:17][CH:18]=5)[NH:13][C:12]=4[CH2:11]3)=[O:9])[CH:33]=[CH:32][C:31]=12. The catalyst class is: 125. (4) Product: [CH3:25][C:22]1[N:23]=[CH:24][C:19]([CH2:18][NH:29][S:10]([NH:13][C:14](=[O:15])[O:8][CH2:1][C:2]2[CH:7]=[CH:6][CH:5]=[CH:4][CH:3]=2)(=[O:12])=[O:11])=[N:20][CH:21]=1. Reactant: [CH2:1]([OH:8])[C:2]1[CH:7]=[CH:6][CH:5]=[CH:4][CH:3]=1.Cl[S:10]([N:13]=[C:14]=[O:15])(=[O:12])=[O:11].NC[CH2:18][C:19]1[CH:24]=[N:23][C:22]([CH3:25])=[CH:21][N:20]=1.Cl.C(#[N:29])C. The catalyst class is: 17. (5) Reactant: C(OC([N:8]1[CH2:13][CH2:12][CH:11]([N:14]2[C:27]3[CH:26]=[CH:25][C:24]([Cl:28])=[CH:23][C:22]=3[O:21][C:20]3[C:15]2=[CH:16][CH:17]=[CH:18][C:19]=3[O:29][CH3:30])[CH2:10][CH2:9]1)=O)(C)(C)C.C(OC(N1CCC(N2C3C=CC(C4NN=NN=4)=CC=3OC3C2=CC=CC=3)CC1)=O)(C)(C)C.[C:63]([OH:69])([C:65]([F:68])([F:67])[F:66])=[O:64].Cl. Product: [Cl:28][C:24]1[CH:25]=[CH:26][C:27]2[N:14]([CH:11]3[CH2:12][CH2:13][NH:8][CH2:9][CH2:10]3)[C:15]3[C:20]([O:21][C:22]=2[CH:23]=1)=[C:19]([O:29][CH3:30])[CH:18]=[CH:17][CH:16]=3.[C:63]([OH:69])([C:65]([F:68])([F:67])[F:66])=[O:64]. The catalyst class is: 2. (6) Reactant: [NH2:1][C:2]1[CH:7]=[CH:6][CH:5]=[CH:4][C:3]=1[C:8](=[S:10])[NH2:9].Br[CH2:12][C:13](=O)[CH2:14][CH2:15][CH3:16]. Product: [CH2:14]([C:13]1[N:9]=[C:8]([C:3]2[CH:4]=[CH:5][CH:6]=[CH:7][C:2]=2[NH2:1])[S:10][CH:12]=1)[CH2:15][CH3:16]. The catalyst class is: 8. (7) Reactant: [C:1]([C:5]1[N:6]=[C:7]([N:23]2[CH2:27][C:26]([F:29])([F:28])[C:25]([F:31])([F:30])[CH2:24]2)[C:8]2[N:13]=[N:12][N:11](CC3C=CC(OC)=CC=3)[C:9]=2[N:10]=1)([CH3:4])([CH3:3])[CH3:2].C([SiH](CC)CC)C. The catalyst class is: 67. Product: [C:1]([C:5]1[N:6]=[C:7]([N:23]2[CH2:27][C:26]([F:28])([F:29])[C:25]([F:30])([F:31])[CH2:24]2)[C:8]2[N:13]=[N:12][NH:11][C:9]=2[N:10]=1)([CH3:4])([CH3:2])[CH3:3]. (8) Reactant: [C:1]([CH2:4][CH2:5][CH2:6][CH2:7][O:8][C:9]1[CH:14]=[CH:13][C:12]([S:15]([C:18]2([C:24]([O:26]C(C)(C)C)=O)[CH2:23][CH2:22][O:21][CH2:20][CH2:19]2)(=[O:17])=[O:16])=[CH:11][CH:10]=1)([OH:3])=O.[OH:31][N:32]1C2C=CC=CC=2N=N1.C(N(CC)CC)C.[CH3:48][N:49]([CH3:57])[C:50]1[CH:55]=[CH:54][C:53]([NH2:56])=[CH:52][CH:51]=1.[ClH:58].CN(C)CCCN=C=NCC. Product: [ClH:58].[CH3:48][N:49]([CH3:57])[C:50]1[CH:55]=[CH:54][C:53]([NH:56][C:1](=[O:3])[CH2:4][CH2:5][CH2:6][CH2:7][O:8][C:9]2[CH:10]=[CH:11][C:12]([S:15]([C:18]3([C:24]([NH:32][OH:31])=[O:26])[CH2:23][CH2:22][O:21][CH2:20][CH2:19]3)(=[O:17])=[O:16])=[CH:13][CH:14]=2)=[CH:52][CH:51]=1. The catalyst class is: 9. (9) Reactant: [F:1][C:2]1[CH:7]=[C:6]([O:8]C)[CH:5]=[C:4]([F:10])[C:3]=1[CH2:11][CH2:12][C:13]([O:15][CH2:16][CH3:17])=[O:14].[Cl-].[Al+3].[Cl-].[Cl-].C(S)CCCCCCC. Product: [F:1][C:2]1[CH:7]=[C:6]([OH:8])[CH:5]=[C:4]([F:10])[C:3]=1[CH2:11][CH2:12][C:13]([O:15][CH2:16][CH3:17])=[O:14]. The catalyst class is: 4. (10) Reactant: [N:1]([CH:4]1[CH:9]([OH:10])[CH2:8][CH2:7][CH:6]([C:11]2[CH:12]=[C:13]([CH:16]=[C:17]([F:19])[CH:18]=2)[C:14]#[N:15])[CH2:5]1)=[N+]=[N-]. Product: [NH2:1][CH:4]1[CH:9]([OH:10])[CH2:8][CH2:7][CH:6]([C:11]2[CH:12]=[C:13]([CH:16]=[C:17]([F:19])[CH:18]=2)[C:14]#[N:15])[CH2:5]1. The catalyst class is: 19.